This data is from Reaction yield outcomes from USPTO patents with 853,638 reactions. The task is: Predict the reaction yield, written as a fraction of the theoretical maximum amount of product (1.0 means a 100% yield; for example, 0.34 means a 34% yield). (1) The reactants are [NH2:1][C:2]1[N:7]=[CH:6][N:5]=[C:4]2[N:8]([CH:20]([C:22]3[O:23][C:24](=[O:54])[C:25]4[C:30]([C:31]=3[C:32]3[S:36][C:35]([CH2:37][N:38]5[CH2:43][CH2:42][N:41](C(OCC6C=CC=CC=6)=O)[CH2:40][CH2:39]5)=[CH:34][CH:33]=3)=[CH:29][CH:28]=[CH:27][CH:26]=4)[CH3:21])[N:9]=[C:10]([C:11]3[CH:16]=[C:15]([O:17]C)[CH:14]=[C:13]([F:19])[CH:12]=3)[C:3]=12.BrB(Br)Br.CO.[ClH:61]. The catalyst is ClCCl.CC#N.O.C(O)=O. The product is [ClH:61].[ClH:61].[NH2:1][C:2]1[N:7]=[CH:6][N:5]=[C:4]2[N:8]([CH:20]([C:22]3[O:23][C:24](=[O:54])[C:25]4[C:30]([C:31]=3[C:32]3[S:36][C:35]([CH2:37][N:38]5[CH2:39][CH2:40][NH:41][CH2:42][CH2:43]5)=[CH:34][CH:33]=3)=[CH:29][CH:28]=[CH:27][CH:26]=4)[CH3:21])[N:9]=[C:10]([C:11]3[CH:16]=[C:15]([OH:17])[CH:14]=[C:13]([F:19])[CH:12]=3)[C:3]=12. The yield is 0.614. (2) The reactants are [N+:1]([C:4]1[CH:5]=[C:6]2[C:10](=[CH:11][CH:12]=1)[NH:9][CH:8]=[CH:7]2)([O-:3])=[O:2].[OH-].[K+].[CH2:15]1[O:25][C:18]2([CH2:23][CH2:22][C:21](=O)[CH2:20][CH2:19]2)[O:17][CH2:16]1. The catalyst is CO. The product is [N+:1]([C:4]1[CH:5]=[C:6]2[C:10](=[CH:11][CH:12]=1)[NH:9][CH:8]=[C:7]2[C:21]1[CH2:22][CH2:23][C:18]2([O:25][CH2:15][CH2:16][O:17]2)[CH2:19][CH:20]=1)([O-:3])=[O:2]. The yield is 0.850. (3) The reactants are C([N:8]([C@H:16]1[CH2:21][CH2:20][C@H:19]([C:22]([OH:25])([CH3:24])[CH3:23])[CH2:18][CH2:17]1)CC1C=CC=CC=1)C1C=CC=CC=1. The catalyst is [OH-].[Pd+2].[OH-].C(O)C. The product is [NH2:8][C@H:16]1[CH2:21][CH2:20][C@H:19]([C:22]([OH:25])([CH3:23])[CH3:24])[CH2:18][CH2:17]1. The yield is 0.370. (4) The reactants are Br[C:2]1[C:3]2[C:8]([CH:9]=[C:10]3[C:15]=1[CH:14]=[CH:13][CH:12]=[CH:11]3)=[CH:7][CH:6]=[CH:5][CH:4]=2.[C:16]1([BrH](O)(=O)=O)[CH:21]=[CH:20][CH:19]=[CH:18][CH:17]=1.C(=O)([O-])[O-].[K+].[K+].C1(C)C=CC=CC=1P(C1C=CC=CC=1C)C1C=CC=CC=1C. The catalyst is CC([O-])=O.CC([O-])=O.[Pd+2].COCCOC. The product is [C:16]1([C:2]2[C:3]3[C:8]([CH:9]=[C:10]4[C:15]=2[CH:14]=[CH:13][CH:12]=[CH:11]4)=[CH:7][CH:6]=[CH:5][CH:4]=3)[CH:21]=[CH:20][CH:19]=[CH:18][CH:17]=1. The yield is 0.850. (5) The reactants are [F:1][C:2]1[CH:7]=[C:6]([F:8])[C:5]([C:9]2[CH:10]=[N:11][CH:12]=[N:13][CH:14]=2)=[CH:4][C:3]=1[C@@:15]([NH:27][S@@:28]([C:30]([CH3:33])([CH3:32])[CH3:31])=[O:29])([CH2:17][C:18]([C:20]1[C:21]([CH3:26])=[N:22][O:23][C:24]=1[CH3:25])=[O:19])[CH3:16].[H-].C(O[Al](OC(C)(C)C)OC(C)(C)C)(C)(C)C.[Li+].O.O.O.O.O.O.O.O.O.O.S([O-])([O-])(=O)=O.[Na+].[Na+].S([O-])([O-])(=O)=O.[Na+].[Na+]. The catalyst is CCOCC. The product is [F:1][C:2]1[CH:7]=[C:6]([F:8])[C:5]([C:9]2[CH:10]=[N:11][CH:12]=[N:13][CH:14]=2)=[CH:4][C:3]=1[C@@:15]([NH:27][S@@:28]([C:30]([CH3:33])([CH3:32])[CH3:31])=[O:29])([CH2:17][C@H:18]([C:20]1[C:21]([CH3:26])=[N:22][O:23][C:24]=1[CH3:25])[OH:19])[CH3:16]. The yield is 0.910. (6) The reactants are Br[C:2]1[CH:7]=[CH:6][C:5]([S:8]([NH:11][CH3:12])(=[O:10])=[O:9])=[C:4]([C:13]([F:16])([F:15])[F:14])[CH:3]=1.[C:17]([C:19]1[N:23]([CH3:24])[C:22](B(O)O)=[CH:21][CH:20]=1)#[N:18].[F-].[K+]. The catalyst is C1C=CC(/C=C/C(/C=C/C2C=CC=CC=2)=O)=CC=1.C1C=CC(/C=C/C(/C=C/C2C=CC=CC=2)=O)=CC=1.C1C=CC(/C=C/C(/C=C/C2C=CC=CC=2)=O)=CC=1.[Pd].[Pd].C(P(C(C)(C)C)C(C)(C)C)(C)(C)C. The product is [C:17]([C:19]1[N:23]([CH3:24])[C:22]([C:2]2[CH:7]=[CH:6][C:5]([S:8]([NH:11][CH3:12])(=[O:10])=[O:9])=[C:4]([C:13]([F:16])([F:15])[F:14])[CH:3]=2)=[CH:21][CH:20]=1)#[N:18]. The yield is 0.470.